Predict the reactants needed to synthesize the given product. From a dataset of Full USPTO retrosynthesis dataset with 1.9M reactions from patents (1976-2016). (1) Given the product [CH3:28][C:5]1[CH:4]=[CH:3][C:2]([O:1][C:30]2[CH:35]=[CH:34][CH:33]=[CH:32][N:31]=2)=[CH:7][C:6]=1[C:8]1[C:17]2[C:12](=[CH:13][C:14]([S:18]([NH:21][C:22]3[CH:27]=[CH:26][N:25]=[CH:24][N:23]=3)(=[O:19])=[O:20])=[CH:15][CH:16]=2)[CH:11]=[CH:10][N:9]=1, predict the reactants needed to synthesize it. The reactants are: [OH:1][C:2]1[CH:3]=[CH:4][C:5]([CH3:28])=[C:6]([C:8]2[C:17]3[C:12](=[CH:13][C:14]([S:18]([NH:21][C:22]4[CH:27]=[CH:26][N:25]=[CH:24][N:23]=4)(=[O:20])=[O:19])=[CH:15][CH:16]=3)[CH:11]=[CH:10][N:9]=2)[CH:7]=1.Cl[C:30]1[CH:35]=[CH:34][CH:33]=[CH:32][N:31]=1.C(=O)([O-])[O-].[Cs+].[Cs+]. (2) Given the product [CH3:24][C:25]1[CH:30]=[CH:29][C:28]([S:31]([O:34][CH2:35][C@@H:36]2[CH2:41][O:40][C@@H:39]([C@H:42]3[O:18][N:17]=[C:16]([C:14]4[CH:15]=[C:10]([C:8](=[O:9])[NH:7][CH2:6][C:5]5[CH:20]=[CH:21][C:2]([F:1])=[C:3]([O:22][CH3:23])[CH:4]=5)[N:11]=[C:12]([CH3:19])[N:13]=4)[CH2:43]3)[CH2:38][O:37]2)(=[O:32])=[O:33])=[CH:27][CH:26]=1, predict the reactants needed to synthesize it. The reactants are: [F:1][C:2]1[CH:21]=[CH:20][C:5]([CH2:6][NH:7][C:8]([C:10]2[CH:15]=[C:14]([CH:16]=[N:17][OH:18])[N:13]=[C:12]([CH3:19])[N:11]=2)=[O:9])=[CH:4][C:3]=1[O:22][CH3:23].[CH3:24][C:25]1[CH:30]=[CH:29][C:28]([S:31]([O:34][CH2:35][C@@H:36]2[CH2:41][O:40][C@@H:39]([CH:42]=[CH2:43])[CH2:38][O:37]2)(=[O:33])=[O:32])=[CH:27][CH:26]=1.C(O)(=O)C.C(O)(=O)C.IC1C=CC=CC=1. (3) Given the product [F:1][C:2]1[CH:3]=[C:4]([CH:29]=[C:30]([N:32]2[CH2:37][CH2:36][O:35][CH2:34][CH2:33]2)[CH:31]=1)[C:5]([NH:7][C:8]1[C:17]2[C:12](=[CH:13][CH:14]=[CH:15][CH:16]=2)[C:11]([O:18][C:19]2[CH:24]=[CH:23][N:22]=[C:21]([N:41]3[CH2:42][CH2:43][NH:38][C:39](=[O:44])[CH2:40]3)[N:20]=2)=[CH:10][CH:9]=1)=[O:6], predict the reactants needed to synthesize it. The reactants are: [F:1][C:2]1[CH:3]=[C:4]([CH:29]=[C:30]([N:32]2[CH2:37][CH2:36][O:35][CH2:34][CH2:33]2)[CH:31]=1)[C:5]([NH:7][C:8]1[C:17]2[C:12](=[CH:13][CH:14]=[CH:15][CH:16]=2)[C:11]([O:18][C:19]2[CH:24]=[CH:23][N:22]=[C:21](S(C)(=O)=O)[N:20]=2)=[CH:10][CH:9]=1)=[O:6].[NH:38]1[CH2:43][CH2:42][NH:41][CH2:40][C:39]1=[O:44]. (4) Given the product [OH:24][CH2:23][CH2:22][NH:21][S:2]([C:5]1[CH:13]=[CH:12][C:8]([C:9]([OH:11])=[O:10])=[CH:7][CH:6]=1)(=[O:4])=[O:3], predict the reactants needed to synthesize it. The reactants are: Cl[S:2]([C:5]1[CH:13]=[CH:12][C:8]([C:9]([OH:11])=[O:10])=[CH:7][CH:6]=1)(=[O:4])=[O:3].C(N(CC)CC)C.[NH2:21][CH2:22][CH2:23][OH:24]. (5) Given the product [CH:63]([O:62][C:59]1[CH:60]=[CH:61][C:56]([NH:55][C:6]([N:8]2[CH2:13][CH2:12][CH:11]([C:14]3[C:23]4[C:18](=[CH:19][C:20]([O:24][CH2:25][CH2:26][CH2:27][N:28]5[CH2:32][CH2:31][CH2:30][C:29]5=[O:33])=[CH:21][CH:22]=4)[N:17]=[CH:16][N:15]=3)[CH2:10][CH2:9]2)=[O:7])=[CH:57][CH:58]=1)([CH3:65])[CH3:64], predict the reactants needed to synthesize it. The reactants are: C(O[C:6]([N:8]1[CH2:13][CH2:12][CH:11]([C:14]2[C:23]3[C:18](=[CH:19][C:20]([O:24][CH2:25][CH2:26][CH2:27][N:28]4[CH2:32][CH2:31][CH2:30][C:29]4=[O:33])=[CH:21][CH:22]=3)[N:17]=[CH:16][N:15]=2)[CH2:10][CH2:9]1)=[O:7])(C)(C)C.C(O)(C(F)(F)F)=O.C(Cl)Cl.[N+](C1C=CC(OC(=O)[NH:55][C:56]2[CH:61]=[CH:60][C:59]([O:62][CH:63]([CH3:65])[CH3:64])=[CH:58][CH:57]=2)=CC=1)([O-])=O.CCN(C(C)C)C(C)C.